From a dataset of Forward reaction prediction with 1.9M reactions from USPTO patents (1976-2016). Predict the product of the given reaction. Given the reactants [C:1]([OH:7])(=O)[CH2:2][CH2:3][CH2:4][CH3:5].[Cl:8][S:9]([N:12]=C=O)(=[O:11])=[O:10], predict the reaction product. The product is: [C:1]([NH:12][S:9]([Cl:8])(=[O:11])=[O:10])(=[O:7])[CH2:2][CH2:3][CH2:4][CH3:5].